This data is from NCI-60 drug combinations with 297,098 pairs across 59 cell lines. The task is: Regression. Given two drug SMILES strings and cell line genomic features, predict the synergy score measuring deviation from expected non-interaction effect. (1) Synergy scores: CSS=27.2, Synergy_ZIP=-3.04, Synergy_Bliss=3.40, Synergy_Loewe=-44.8, Synergy_HSA=2.66. Drug 2: C1C(C(OC1N2C=NC3=C2NC=NCC3O)CO)O. Cell line: M14. Drug 1: C1=NC2=C(N=C(N=C2N1C3C(C(C(O3)CO)O)F)Cl)N. (2) Drug 1: C1=NC(=NC(=O)N1C2C(C(C(O2)CO)O)O)N. Drug 2: C1CNP(=O)(OC1)N(CCCl)CCCl. Cell line: COLO 205. Synergy scores: CSS=28.2, Synergy_ZIP=-6.99, Synergy_Bliss=3.34, Synergy_Loewe=-21.4, Synergy_HSA=1.85. (3) Drug 1: CS(=O)(=O)CCNCC1=CC=C(O1)C2=CC3=C(C=C2)N=CN=C3NC4=CC(=C(C=C4)OCC5=CC(=CC=C5)F)Cl. Drug 2: C1CC(=O)NC(=O)C1N2C(=O)C3=CC=CC=C3C2=O. Cell line: DU-145. Synergy scores: CSS=16.4, Synergy_ZIP=-3.63, Synergy_Bliss=1.95, Synergy_Loewe=-2.11, Synergy_HSA=2.02. (4) Drug 1: CN(C)C1=NC(=NC(=N1)N(C)C)N(C)C. Drug 2: C(CC(=O)O)C(=O)CN.Cl. Cell line: OVCAR3. Synergy scores: CSS=4.07, Synergy_ZIP=-4.23, Synergy_Bliss=-0.157, Synergy_Loewe=-7.42, Synergy_HSA=-2.74. (5) Synergy scores: CSS=8.14, Synergy_ZIP=-4.58, Synergy_Bliss=-2.50, Synergy_Loewe=-4.82, Synergy_HSA=-1.65. Cell line: OVCAR-5. Drug 2: CC12CCC3C(C1CCC2OP(=O)(O)O)CCC4=C3C=CC(=C4)OC(=O)N(CCCl)CCCl.[Na+]. Drug 1: CN(C(=O)NC(C=O)C(C(C(CO)O)O)O)N=O.